From a dataset of Full USPTO retrosynthesis dataset with 1.9M reactions from patents (1976-2016). Predict the reactants needed to synthesize the given product. (1) Given the product [C:33]([C:32]1[CH:31]=[C:30]([C:19]2[CH:20]=[CH:21][C:22]([O:23][CH3:24])=[C:17]([CH2:16][NH:15][CH:12]3[CH2:13][CH2:14][CH:9]([N:8]([CH3:28])[C:1](=[O:2])[O:3][C:4]([CH3:7])([CH3:6])[CH3:5])[CH2:10][CH2:11]3)[CH:18]=2)[CH:37]=[CH:36][CH:35]=1)#[N:34], predict the reactants needed to synthesize it. The reactants are: [C:1]([N:8]([CH3:28])[CH:9]1[CH2:14][CH2:13][CH:12]([NH:15][CH2:16][C:17]2[CH:18]=[C:19](B(O)O)[CH:20]=[CH:21][C:22]=2[O:23][CH3:24])[CH2:11][CH2:10]1)([O:3][C:4]([CH3:7])([CH3:6])[CH3:5])=[O:2].Br[C:30]1[CH:31]=[C:32]([CH:35]=[CH:36][CH:37]=1)[C:33]#[N:34]. (2) The reactants are: C([O:5][C:6](=[O:35])[CH2:7][O:8]/[N:9]=[CH:10]/[C:11]1[CH:16]=[CH:15][C:14]([C:17]2[CH2:21][C:20]([C:26]3[CH:31]=[C:30]([Cl:32])[CH:29]=[C:28]([Cl:33])[CH:27]=3)([C:22]([F:25])([F:24])[F:23])[O:19][N:18]=2)=[CH:13][C:12]=1[CH3:34])(C)(C)C.C(O)=O.FC(F)(F)C(O)=O. Given the product [Cl:33][C:28]1[CH:27]=[C:26]([C:20]2([C:22]([F:24])([F:23])[F:25])[O:19][N:18]=[C:17]([C:14]3[CH:15]=[CH:16][C:11](/[CH:10]=[N:9]/[O:8][CH2:7][C:6]([OH:35])=[O:5])=[C:12]([CH3:34])[CH:13]=3)[CH2:21]2)[CH:31]=[C:30]([Cl:32])[CH:29]=1, predict the reactants needed to synthesize it. (3) Given the product [NH2:1][C:2]1[N:3]=[CH:4][C:5]2[CH2:11][N:10]([C:12]3[C:13](=[O:19])[N:14]([C:21]4[CH:26]=[CH:25][CH:24]=[C:23]([C:27]([CH3:30])([CH3:29])[CH3:28])[CH:22]=4)[CH:15]=[CH:16][C:17]=3[CH3:18])[CH2:9][CH2:8][C:6]=2[N:7]=1, predict the reactants needed to synthesize it. The reactants are: [NH2:1][C:2]1[N:3]=[CH:4][C:5]2[CH2:11][N:10]([C:12]3[C:13](=[O:19])[NH:14][CH:15]=[CH:16][C:17]=3[CH3:18])[CH2:9][CH2:8][C:6]=2[N:7]=1.I[C:21]1[CH:26]=[CH:25][CH:24]=[C:23]([C:27]([CH3:30])([CH3:29])[CH3:28])[CH:22]=1.CNCCNC.P([O-])([O-])([O-])=O.[K+].[K+].[K+]. (4) Given the product [CH3:10][C:9]1[S:11][C:2]2[CH2:7][CH2:6][CH2:5][CH2:4][C:3]=2[N:12]=1, predict the reactants needed to synthesize it. The reactants are: Cl[CH:2]1[CH2:7][CH2:6][CH2:5][CH2:4][C:3]1=O.[C:9]([NH2:12])(=[S:11])[CH3:10]. (5) The reactants are: [Br:1][C:2]1[CH:15]=[CH:14][C:5]([O:6][CH2:7][C:8]2([CH2:12][OH:13])[CH2:11][O:10][CH2:9]2)=[CH:4][CH:3]=1.CC1(C)N([O])C(C)(C)CCC1.P([O-])([O-])([O-])=[O:28].[O-]Cl=O.[Na+].Cl[O-].[Na+]. Given the product [Br:1][C:2]1[CH:3]=[CH:4][C:5]([O:6][CH2:7][C:8]2([C:12]([OH:28])=[O:13])[CH2:9][O:10][CH2:11]2)=[CH:14][CH:15]=1, predict the reactants needed to synthesize it. (6) Given the product [C:7]([O:11][C:12]([N:14]1[CH2:18][CH2:17][C:16]([C:19]#[N:20])([CH2:22][C:23]2[CH:28]=[CH:27][C:26]([F:29])=[CH:25][CH:24]=2)[CH2:15]1)=[O:13])([CH3:10])([CH3:8])[CH3:9], predict the reactants needed to synthesize it. The reactants are: CC(C)([O-])C.[K+].[C:7]([O:11][C:12]([N:14]1[CH2:18][CH2:17][CH:16]([C:19]#[N:20])[CH2:15]1)=[O:13])([CH3:10])([CH3:9])[CH3:8].Br[CH2:22][C:23]1[CH:28]=[CH:27][C:26]([F:29])=[CH:25][CH:24]=1. (7) Given the product [Cl:12][CH2:13][CH2:14][CH2:15][CH2:16][CH:17]([CH2:23][OH:24])[CH2:18][OH:19], predict the reactants needed to synthesize it. The reactants are: CCOCC.[H-].[Al+3].[Li+].[H-].[H-].[H-].[Cl:12][CH2:13][CH2:14][CH2:15][CH2:16][CH:17]([C:23](OCC)=[O:24])[C:18](OCC)=[O:19].[OH-].[Na+]. (8) Given the product [C:1]([C:3]1[C:4]([N:17]2[CH2:18][CH:19]([C:21]([NH:36][S:33]([CH2:32][C:27]3[CH:28]=[CH:29][CH:30]=[CH:31][C:26]=3[C:24]#[N:25])(=[O:34])=[O:35])=[O:22])[CH2:20]2)=[N:5][C:6]([CH:14]([F:15])[F:16])=[C:7]([CH:8]=1)[C:9]([O:11][CH2:12][CH3:13])=[O:10])#[N:2], predict the reactants needed to synthesize it. The reactants are: [C:1]([C:3]1[C:4]([N:17]2[CH2:20][CH:19]([C:21](O)=[O:22])[CH2:18]2)=[N:5][C:6]([CH:14]([F:16])[F:15])=[C:7]([C:9]([O:11][CH2:12][CH3:13])=[O:10])[CH:8]=1)#[N:2].[C:24]([C:26]1[CH:31]=[CH:30][CH:29]=[CH:28][C:27]=1[CH2:32][S:33]([NH2:36])(=[O:35])=[O:34])#[N:25].